This data is from Reaction yield outcomes from USPTO patents with 853,638 reactions. The task is: Predict the reaction yield, written as a fraction of the theoretical maximum amount of product (1.0 means a 100% yield; for example, 0.34 means a 34% yield). (1) The reactants are [CH2:1]([C:8]1[N:13]=[N:12][C:11]([N:14]2[CH2:19][CH2:18][N:17]([C:20]3[N:25]=[C:24]([C:26]([F:29])([F:28])[F:27])[C:23]([C:30]([O:32]C)=[O:31])=[CH:22][N:21]=3)[C@H:16]([CH3:34])[CH2:15]2)=[C:10]([CH3:35])[C:9]=1[CH3:36])[C:2]1[CH:7]=[CH:6][CH:5]=[CH:4][CH:3]=1.[Li+].[OH-]. The catalyst is C1COCC1.CCOC(C)=O. The product is [CH2:1]([C:8]1[N:13]=[N:12][C:11]([N:14]2[CH2:19][CH2:18][N:17]([C:20]3[N:25]=[C:24]([C:26]([F:29])([F:28])[F:27])[C:23]([C:30]([OH:32])=[O:31])=[CH:22][N:21]=3)[C@H:16]([CH3:34])[CH2:15]2)=[C:10]([CH3:35])[C:9]=1[CH3:36])[C:2]1[CH:3]=[CH:4][CH:5]=[CH:6][CH:7]=1. The yield is 0.960. (2) The reactants are C1COCC1.O.[C:7]([C:11]1[CH:16]=[C:15]([C:17]([CH3:20])([CH3:19])[CH3:18])[C:14](=[O:21])[C:13](=[O:22])[C:12]=1[N+:23]([O-:25])=[O:24])([CH3:10])([CH3:9])[CH3:8].[O-]S(S([O-])=O)=O.[Na+].[Na+]. The catalyst is CCOC(C)=O. The product is [C:7]([C:11]1[C:12]([N+:23]([O-:25])=[O:24])=[C:13]([OH:22])[C:14]([OH:21])=[C:15]([C:17]([CH3:18])([CH3:19])[CH3:20])[CH:16]=1)([CH3:8])([CH3:9])[CH3:10]. The yield is 0.740. (3) The product is [Br:1][C:2]1[CH:7]=[CH:6][C:5]([C:8](=[O:10])[CH:9]=[CH:16][C:12]2[O:11][CH:15]=[CH:14][CH:13]=2)=[CH:4][CH:3]=1. The yield is 0.650. The reactants are [Br:1][C:2]1[CH:7]=[CH:6][C:5]([C:8](=[O:10])[CH3:9])=[CH:4][CH:3]=1.[O:11]1[CH:15]=[CH:14][CH:13]=[C:12]1[CH:16]=O.CO[Na].Cl. The catalyst is CO. (4) The reactants are [C:1]([O:5][C:6]([N:8]1[CH2:13][CH2:12][CH:11]([NH:14][C:15]2[CH:20]=[CH:19][C:18]([C:21]([O:23][CH2:24][CH:25]=[CH2:26])=[O:22])=[CH:17][C:16]=2[NH2:27])[CH2:10][CH2:9]1)=[O:7])([CH3:4])([CH3:3])[CH3:2].C(N(CC)CC)C.[Br:35][CH2:36][C:37](Cl)=[O:38]. The catalyst is ClCCl. The product is [C:1]([O:5][C:6]([N:8]1[CH2:13][CH2:12][CH:11]([NH:14][C:15]2[CH:20]=[CH:19][C:18]([C:21]([O:23][CH2:24][CH:25]=[CH2:26])=[O:22])=[CH:17][C:16]=2[NH:27][C:37](=[O:38])[CH2:36][Br:35])[CH2:10][CH2:9]1)=[O:7])([CH3:4])([CH3:3])[CH3:2]. The yield is 0.700. (5) The reactants are [N:1]1([NH:7][C:8]([C:10]2[CH:11]=[CH:12][CH:13]=[C:14]3[S:20][C:19]4[CH:21]=[CH:22][CH:23]=[CH:24][C:18]=4[N:17]=[C:16](Cl)[C:15]=23)=[O:9])[CH2:6][CH2:5][CH2:4][CH2:3][CH2:2]1.[Br-].[Cl:27][C:28]1[CH:29]=[CH:30][C:31]([Zn+])=[N:32][CH:33]=1.[NH4+].[Cl-]. The catalyst is [Pd](Cl)Cl.C1(P(C2C=CC=CC=2)C2C=CC=CC=2)C=CC=CC=1.C1(P(C2C=CC=CC=2)C2C=CC=CC=2)C=CC=CC=1.C1COCC1. The product is [N:1]1([NH:7][C:8]([C:10]2[CH:11]=[CH:12][CH:13]=[C:14]3[S:20][C:19]4[CH:21]=[CH:22][CH:23]=[CH:24][C:18]=4[N:17]=[C:16]([C:31]4[CH:30]=[CH:29][C:28]([Cl:27])=[CH:33][N:32]=4)[C:15]=23)=[O:9])[CH2:6][CH2:5][CH2:4][CH2:3][CH2:2]1. The yield is 0.140.